This data is from Forward reaction prediction with 1.9M reactions from USPTO patents (1976-2016). The task is: Predict the product of the given reaction. Given the reactants [N:1]1[C:10]2[C:5](=[CH:6][C:7]([CH:11]=O)=[CH:8][CH:9]=2)[N:4]=[CH:3][CH:2]=1.[Br-].[O:14]1CCO[CH:15]1[CH2:19][P+](C1C=CC=CC=1)(C1C=CC=CC=1)C1C=CC=CC=1.COCCOCCN(CCOCCOC)CCOCCOC, predict the reaction product. The product is: [N:1]1[C:10]2[C:5](=[CH:6][C:7]([CH:11]=[CH:19][CH:15]=[O:14])=[CH:8][CH:9]=2)[N:4]=[CH:3][CH:2]=1.